This data is from Catalyst prediction with 721,799 reactions and 888 catalyst types from USPTO. The task is: Predict which catalyst facilitates the given reaction. (1) Reactant: [CH3:1][O:2][C:3]([C:5]1[C:6](=[O:23])[NH:7][C:8]2[C:13]([C:14]=1[C:15]1[CH:20]=[CH:19][CH:18]=[CH:17][CH:16]=1)=[CH:12][C:11](Br)=[CH:10][C:9]=2[CH3:22])=[O:4].[Cu][C:25]#[N:26].O. Product: [CH3:1][O:2][C:3]([C:5]1[C:6](=[O:23])[NH:7][C:8]2[C:13]([C:14]=1[C:15]1[CH:20]=[CH:19][CH:18]=[CH:17][CH:16]=1)=[CH:12][C:11]([C:25]#[N:26])=[CH:10][C:9]=2[CH3:22])=[O:4]. The catalyst class is: 3. (2) Reactant: [NH2:1][C:2]1[CH:10]=[CH:9][C:5]([C:6]([OH:8])=[O:7])=[CH:4][CH:3]=1.[CH2:11](O)[CH2:12][OH:13].C1CCC(N=C=NC2CCCCC2)CC1. Product: [NH2:1][C:2]1[CH:10]=[CH:9][C:5]([C:6]([O:8][CH2:11][CH2:12][OH:13])=[O:7])=[CH:4][CH:3]=1. The catalyst class is: 649. (3) Reactant: [O:1]1[C:10]2[CH:9]=[C:8]([CH2:11][N:12]([CH:20]3[CH2:25][CH2:24][N:23]([CH2:26][CH2:27][N:28]4[C:37]5[C:32](=[N:33][CH:34]=[C:35](F)[CH:36]=5)[C:31]([CH3:39])=[CH:30][C:29]4=[O:40])[CH2:22][CH2:21]3)[C:13](=[O:19])[O:14][C:15]([CH3:18])([CH3:17])[CH3:16])[N:7]=[CH:6][C:5]=2[O:4][CH2:3][CH2:2]1.[CH3:41][O-:42].[Na+].CO.O.C(Cl)(Cl)Cl. Product: [O:1]1[C:10]2[CH:9]=[C:8]([CH2:11][N:12]([CH:20]3[CH2:25][CH2:24][N:23]([CH2:26][CH2:27][N:28]4[C:37]5[C:32](=[N:33][CH:34]=[C:35]([O:42][CH3:41])[CH:36]=5)[C:31]([CH3:39])=[CH:30][C:29]4=[O:40])[CH2:22][CH2:21]3)[C:13](=[O:19])[O:14][C:15]([CH3:18])([CH3:17])[CH3:16])[N:7]=[CH:6][C:5]=2[O:4][CH2:3][CH2:2]1. The catalyst class is: 5. (4) Reactant: [CH3:1]N1CCCC1=O.[CH2:8]([O:10][C:11](=[O:20])[C:12]1[CH:17]=[CH:16][C:15](Cl)=[N:14][C:13]=1[NH2:19])[CH3:9].C[Sn](C)(C)C. Product: [CH2:8]([O:10][C:11](=[O:20])[C:12]1[CH:17]=[CH:16][C:15]([CH3:1])=[N:14][C:13]=1[NH2:19])[CH3:9]. The catalyst class is: 103.